This data is from Full USPTO retrosynthesis dataset with 1.9M reactions from patents (1976-2016). The task is: Predict the reactants needed to synthesize the given product. (1) Given the product [C:1]([O:5][C:6](=[O:36])[NH:7][C:8]1([C:12]2[CH:13]=[CH:14][C:15]([C:46]3[C:47](=[O:48])[C:42]4[C:43]([O:44][C:45]=3[C:50]3[CH:55]=[CH:54][CH:53]=[CH:52][CH:51]=3)=[C:38]([Cl:37])[N:39]=[CH:40][CH:41]=4)=[CH:16][CH:17]=2)[CH2:9][CH2:10][CH2:11]1)([CH3:4])([CH3:2])[CH3:3], predict the reactants needed to synthesize it. The reactants are: [C:1]([O:5][C:6](=[O:36])[NH:7][C:8]1([C:12]2[CH:17]=[CH:16][C:15](C3C(=O)C4C(=CC=C(F)C=4)OC=3C3C=CC=CC=3)=[CH:14][CH:13]=2)[CH2:11][CH2:10][CH2:9]1)([CH3:4])([CH3:3])[CH3:2].[Cl:37][C:38]1[N:39]=[CH:40][CH:41]=[C:42]2[C:47](=[O:48])[C:46](I)=[C:45]([C:50]3[CH:55]=[CH:54][CH:53]=[CH:52][CH:51]=3)[O:44][C:43]=12. (2) Given the product [C:6]([C:7]1[CH:8]=[C:9]([O:13][CH:14]([CH2:24][CH3:25])[C:15]([NH:17][C:18]([CH3:23])([CH3:22])[C:19]#[C:20][CH3:21])=[O:16])[CH:10]=[N:11][CH:12]=1)#[CH:5], predict the reactants needed to synthesize it. The reactants are: C[Si]([C:5]#[C:6][C:7]1[CH:8]=[C:9]([O:13][CH:14]([CH2:24][CH3:25])[C:15]([NH:17][C:18]([CH3:23])([CH3:22])[C:19]#[C:20][CH3:21])=[O:16])[CH:10]=[N:11][CH:12]=1)(C)C.[F-].C([N+](CCCC)(CCCC)CCCC)CCC.C(OCC)C.CCCCCC. (3) Given the product [OH:11][CH2:10][C@@H:9]([NH:8][C:6](=[O:7])[O:5][C:1]([CH3:4])([CH3:3])[CH3:2])[C@H:14]([C:18]1[CH:23]=[CH:22][C:21]([C:24]([F:27])([F:26])[F:25])=[CH:20][CH:19]=1)/[CH:15]=[CH:16]/[CH3:17], predict the reactants needed to synthesize it. The reactants are: [C:1]([O:5][C:6]([NH:8][C@@H:9]([C@H:14]([C:18]1[CH:23]=[CH:22][C:21]([C:24]([F:27])([F:26])[F:25])=[CH:20][CH:19]=1)/[CH:15]=[CH:16]/[CH3:17])[C:10](OC)=[O:11])=[O:7])([CH3:4])([CH3:3])[CH3:2].[BH4-].[Li+].CO. (4) Given the product [Cl:33][C:2]([Cl:1])([Cl:32])[CH2:3][O:4][C:5](=[O:31])[NH:6][C:7]1[CH:8]=[CH:9][C:10]([O:13][C:14]2[CH:19]=[CH:18][C:17]([C:20](=[O:29])[NH:21][C:22]3[CH:27]=[CH:26][C:25]([Br:28])=[CH:24][CH:23]=3)=[CH:16][C:15]=2[NH:30][C:49]2[C:36]3[CH:41]=[CH:40][C:39]([CH:42]([CH3:43])[CH3:44])=[N:38][C:37]=3[N:45]=[CH:46][N:47]=2)=[CH:11][CH:12]=1, predict the reactants needed to synthesize it. The reactants are: [Cl:1][C:2]([Cl:33])([Cl:32])[CH2:3][O:4][C:5](=[O:31])[NH:6][C:7]1[CH:12]=[CH:11][C:10]([O:13][C:14]2[CH:19]=[CH:18][C:17]([C:20](=[O:29])[NH:21][C:22]3[CH:27]=[CH:26][C:25]([Br:28])=[CH:24][CH:23]=3)=[CH:16][C:15]=2[NH2:30])=[CH:9][CH:8]=1.C([C:36]1[C:37]([N:45]=[CH:46][N:47]([CH3:49])C)=[N:38][C:39]([CH:42]([CH3:44])[CH3:43])=[CH:40][CH:41]=1)#N. (5) The reactants are: CCN=C=NCCCN(C)C.C1COCC1.[OH:17][C:18]1[CH:26]=[CH:25][C:21]([C:22]([OH:24])=[O:23])=[CH:20][C:19]=1[N+:27]([O-:29])=[O:28].[F:30][C:31]1[C:36](O)=[C:35]([F:38])[C:34]([F:39])=[C:33]([F:40])[C:32]=1[F:41]. Given the product [OH:17][C:18]1[CH:26]=[CH:25][C:21]([C:22]([O:24][C:36]2[C:35]([F:38])=[C:34]([F:39])[C:33]([F:40])=[C:32]([F:41])[C:31]=2[F:30])=[O:23])=[CH:20][C:19]=1[N+:27]([O-:29])=[O:28], predict the reactants needed to synthesize it.